This data is from Forward reaction prediction with 1.9M reactions from USPTO patents (1976-2016). The task is: Predict the product of the given reaction. (1) Given the reactants [Cl:1][C:2]1[CH:7]=[CH:6][C:5]([CH:8]([CH2:23][O:24]COC)[CH2:9][O:10][C:11]2[CH:20]=[CH:19][CH:18]=[C:17]3[C:12]=2[C:13]([NH2:22])=[N:14][C:15]([NH2:21])=[N:16]3)=[CH:4][CH:3]=1, predict the reaction product. The product is: [ClH:1].[Cl:1][C:2]1[CH:7]=[CH:6][C:5]([CH:8]([CH2:9][O:10][C:11]2[CH:20]=[CH:19][CH:18]=[C:17]3[C:12]=2[C:13]([NH2:22])=[N:14][C:15]([NH2:21])=[N:16]3)[CH2:23][OH:24])=[CH:4][CH:3]=1. (2) The product is: [CH3:43][C@H:44]1[O:45][C@@H:46]([CH3:48])[CH2:38][N:37]([CH2:2][C:3]2[N:4]=[C:5]3[N:24]=[C:23]([C:25]4[C:30]([C:31]([F:34])([F:33])[F:32])=[CH:29][CH:28]=[CH:27][N:26]=4)[CH:22]=[CH:21][C:6]3=[C:7]3[C:16]=2[O:15][C:14]2[C:9](=[CH:10][CH:11]=[C:12]([C:17]([F:20])([F:19])[F:18])[CH:13]=2)[NH:8]3)[CH2:36]1. Given the reactants Cl[CH2:2][C:3]1[N:4]=[C:5]2[N:24]=[C:23]([C:25]3[C:30]([C:31]([F:34])([F:33])[F:32])=[CH:29][CH:28]=[CH:27][N:26]=3)[CH:22]=[CH:21][C:6]2=[C:7]2[C:16]=1[O:15][C:14]1[C:9](=[CH:10][CH:11]=[C:12]([C:17]([F:20])([F:19])[F:18])[CH:13]=1)[NH:8]2.C[C@H:36]1COC[C@@H:38](C)[NH:37]1.[CH3:43][CH2:44][O:45][C:46]([CH3:48])=O, predict the reaction product. (3) Given the reactants [CH2:1]([O:3][C:4](=[O:11])[CH2:5][C:6](=O)[CH:7]([CH3:9])[CH3:8])[CH3:2].[NH2:12][C:13]([NH2:15])=[S:14].[NH4+].[OH-], predict the reaction product. The product is: [CH2:1]([O:3][C:4]([C:5]1[S:14][C:13]([NH2:15])=[N:12][C:6]=1[CH:7]([CH3:9])[CH3:8])=[O:11])[CH3:2]. (4) Given the reactants [N:1]1([C:7]2[N:12]=[C:11]([C:13]3[CH:18]=[CH:17][C:16]([NH2:19])=[CH:15][CH:14]=3)[N:10]=[C:9]3[N:20]([C:23]4[CH:28]=[CH:27][CH:26]=[CH:25][CH:24]=4)[N:21]=[CH:22][C:8]=23)[CH2:6][CH2:5][O:4][CH2:3][CH2:2]1.[C:29](Cl)(Cl)=[O:30].[NH2:33][NH2:34], predict the reaction product. The product is: [N:1]1([C:7]2[N:12]=[C:11]([C:13]3[CH:18]=[CH:17][C:16]([NH:19][C:29]([NH:33][NH2:34])=[O:30])=[CH:15][CH:14]=3)[N:10]=[C:9]3[N:20]([C:23]4[CH:28]=[CH:27][CH:26]=[CH:25][CH:24]=4)[N:21]=[CH:22][C:8]=23)[CH2:6][CH2:5][O:4][CH2:3][CH2:2]1. (5) Given the reactants [CH3:1][C:2]1[N:7]=[C:6]([C:8]([OH:10])=O)[CH:5]=[CH:4][CH:3]=1.[C:11]([C:14]1[C:19]([NH2:20])=[C:18]([CH3:21])[C:17]([O:22][CH3:23])=[CH:16][CH:15]=1)(=[O:13])[CH3:12].N1C=CC=CC=1.O=P(Cl)(Cl)Cl.[OH-].[Na+], predict the reaction product. The product is: [C:11]([C:14]1[C:19]([NH:20][C:8]([C:6]2[CH:5]=[CH:4][CH:3]=[C:2]([CH3:1])[N:7]=2)=[O:10])=[C:18]([CH3:21])[C:17]([O:22][CH3:23])=[CH:16][CH:15]=1)(=[O:13])[CH3:12]. (6) Given the reactants F[C:2]1[CH:10]=[C:9]([F:11])[C:8]([F:12])=[CH:7][C:3]=1[C:4]([OH:6])=[O:5].[F:13][C:14]1[CH:20]=[C:19]([I:21])[CH:18]=[CH:17][C:15]=1[NH2:16].[NH2-].[Li+].Cl, predict the reaction product. The product is: [F:11][C:9]1[C:8]([F:12])=[CH:7][C:3]([C:4]([OH:6])=[O:5])=[C:2]([NH:16][C:15]2[CH:17]=[CH:18][C:19]([I:21])=[CH:20][C:14]=2[F:13])[CH:10]=1. (7) Given the reactants [NH2:1][C:2]1[CH:3]=[CH:4][C:5]([CH3:22])=[C:6]([NH:8][C:9]2[N:10]=[CH:11][C:12]3[N:17]=[C:16]([NH:18][C:19](=[O:21])[CH3:20])[S:15][C:13]=3[N:14]=2)[CH:7]=1.[C:23]([C:25]([CH3:37])([O:27][C:28]1[CH:29]=[C:30]([CH:34]=[CH:35][CH:36]=1)[C:31](O)=[O:32])[CH3:26])#[N:24].F[P-](F)(F)(F)(F)F.N1(OC(N(C)C)=[N+](C)C)C2N=CC=CC=2N=N1.C(=O)([O-])O.[Na+], predict the reaction product. The product is: [C:19]([NH:18][C:16]1[S:15][C:13]2[N:14]=[C:9]([NH:8][C:6]3[CH:7]=[C:2]([NH:1][C:31](=[O:32])[C:30]4[CH:34]=[CH:35][CH:36]=[C:28]([O:27][C:25]([C:23]#[N:24])([CH3:26])[CH3:37])[CH:29]=4)[CH:3]=[CH:4][C:5]=3[CH3:22])[N:10]=[CH:11][C:12]=2[N:17]=1)(=[O:21])[CH3:20]. (8) The product is: [C:1]([O:5][C:6]([N:8]1[CH2:13][CH2:12][CH:11]([OH:14])[CH:10]([CH2:15][NH2:16])[CH2:9]1)=[O:7])([CH3:4])([CH3:3])[CH3:2]. Given the reactants [C:1]([O:5][C:6]([N:8]1[CH2:13][CH2:12][CH:11]([OH:14])[CH:10]([CH2:15][N:16]=[N+]=[N-])[CH2:9]1)=[O:7])([CH3:4])([CH3:3])[CH3:2].[H][H], predict the reaction product. (9) Given the reactants [F:1][C:2]([F:12])([F:11])[C:3]1[CH:10]=[CH:9][C:6]([CH:7]=O)=[CH:5][N:4]=1.[CH3:13][O:14][C:15]1[CH:20]=[CH:19][CH:18]=[C:17]([NH2:21])[CH:16]=1, predict the reaction product. The product is: [CH3:13][O:14][C:15]1[CH:16]=[C:17]([CH:18]=[CH:19][CH:20]=1)[N:21]=[CH:7][C:6]1[CH:5]=[N:4][C:3]([C:2]([F:12])([F:11])[F:1])=[CH:10][CH:9]=1.